Predict the product of the given reaction. From a dataset of Forward reaction prediction with 1.9M reactions from USPTO patents (1976-2016). (1) The product is: [OH:1][C:2]1[C:11]2[C:6](=[CH:7][C:8]([NH:12][CH2:13][C:14]3[CH:15]=[CH:16][C:17]([O:20][CH3:21])=[CH:18][CH:19]=3)=[CH:9][CH:10]=2)[CH:5]=[N:4][C:3]=1[C:22]([NH:24][CH2:25][C:26]([CH3:32])([CH3:31])[C:27]([OH:29])=[O:28])=[O:23]. Given the reactants [OH:1][C:2]1[C:11]2[C:6](=[CH:7][C:8]([NH:12][CH2:13][C:14]3[CH:19]=[CH:18][C:17]([O:20][CH3:21])=[CH:16][CH:15]=3)=[CH:9][CH:10]=2)[CH:5]=[N:4][C:3]=1[C:22]([NH:24][CH2:25][C:26]([CH3:32])([CH3:31])[C:27]([O:29]C)=[O:28])=[O:23].O.CCOC(C)=O.Cl, predict the reaction product. (2) Given the reactants Br[CH2:2][C:3]1[C:8](=[O:9])[N:7]([C:10]2[CH:15]=[CH:14][CH:13]=[C:12]([NH:16][C:17](=[O:26])[C:18]3[CH:23]=[C:22]([Cl:24])[CH:21]=[C:20]([Cl:25])[CH:19]=3)[CH:11]=2)[C:6]2[N:27]=[CH:28][CH:29]=[CH:30][C:5]=2[N:4]=1.[CH3:31][C:32]1[NH:33][CH:34]=[CH:35][N:36]=1.C(=O)([O-])O.[Na+], predict the reaction product. The product is: [CH3:31][C:32]1[N:33]([CH2:2][C:3]2[C:8](=[O:9])[N:7]([C:10]3[CH:15]=[CH:14][CH:13]=[C:12]([NH:16][C:17](=[O:26])[C:18]4[CH:23]=[C:22]([Cl:24])[CH:21]=[C:20]([Cl:25])[CH:19]=4)[CH:11]=3)[C:6]3[N:27]=[CH:28][CH:29]=[CH:30][C:5]=3[N:4]=2)[CH:34]=[CH:35][N:36]=1.